Dataset: Reaction yield outcomes from USPTO patents with 853,638 reactions. Task: Predict the reaction yield, written as a fraction of the theoretical maximum amount of product (1.0 means a 100% yield; for example, 0.34 means a 34% yield). (1) The reactants are Br[C:2]1[CH:3]=[C:4]2[C:8](=[CH:9][CH:10]=1)[N:7]([CH2:11][C:12]1[CH:17]=[CH:16][C:15]([C:18]([CH3:21])([CH3:20])[CH3:19])=[CH:14][CH:13]=1)[CH:6]=[CH:5]2.[CH3:22][C:23]1[CH:24]=[C:25](B(O)O)[CH:26]=[CH:27][CH:28]=1.C(=O)([O-])[O-].[K+].[K+]. The catalyst is [Br-].C([N+](CCCC)(CCCC)CCCC)CCC.O1CCOCC1.O.C([O-])(=O)C.[Pd+2].C([O-])(=O)C. The product is [C:18]([C:15]1[CH:16]=[CH:17][C:12]([CH2:11][N:7]2[C:8]3[C:4](=[CH:3][C:2]([C:27]4[CH:26]=[CH:25][CH:24]=[C:23]([CH3:22])[CH:28]=4)=[CH:10][CH:9]=3)[CH:5]=[CH:6]2)=[CH:13][CH:14]=1)([CH3:20])([CH3:21])[CH3:19]. The yield is 0.730. (2) The product is [CH3:1][N:2]1[CH2:3][CH2:4][N:5]([C:8]2[CH:13]=[CH:12][N:11]=[C:10]([NH2:14])[C:9]=2[NH2:15])[CH2:6][CH2:7]1. The yield is 0.890. The catalyst is CO.[Pd]. The reactants are [CH3:1][N:2]1[CH2:7][CH2:6][N:5]([C:8]2[CH:13]=[CH:12][N:11]=[C:10]([NH2:14])[C:9]=2[N+:15]([O-])=O)[CH2:4][CH2:3]1. (3) The reactants are [F:1][C:2]([F:13])([F:12])[C:3]1[CH:8]=[CH:7][C:6](B(O)O)=[CH:5][CH:4]=1.Br[C:15]1[CH:22]=[CH:21][C:20]([CH:23]([OH:27])[CH2:24][CH2:25][CH3:26])=[CH:19][C:16]=1[C:17]#[N:18].C(=O)([O-])[O-].[Na+].[Na+]. The catalyst is C(#N)C. The product is [OH:27][CH:23]([C:20]1[CH:19]=[C:16]([C:17]#[N:18])[C:15]([C:6]2[CH:7]=[CH:8][C:3]([C:2]([F:13])([F:12])[F:1])=[CH:4][CH:5]=2)=[CH:22][CH:21]=1)[CH2:24][CH2:25][CH3:26]. The yield is 0.832. (4) The reactants are [CH2:1]([Mg]Cl)[CH3:2].[C:5]([NH:8][C:9]1[CH:20]=[CH:19][C:12]([C:13](N(OC)C)=[O:14])=[CH:11][N:10]=1)(=[O:7])[CH3:6]. The catalyst is C1COCC1. The product is [C:13]([C:12]1[CH:19]=[CH:20][C:9]([NH:8][C:5](=[O:7])[CH3:6])=[N:10][CH:11]=1)(=[O:14])[CH2:1][CH3:2]. The yield is 0.940. (5) The reactants are [N:1]1[CH:6]=[CH:5][CH:4]=[C:3]([C:7]2[S:11][C:10]([CH:12]=O)=[CH:9][CH:8]=2)[CH:2]=1.[CH3:14][NH:15][CH3:16].Cl.C([BH3-])#N.[Na+]. The catalyst is CO.O1CCOCC1. The product is [CH3:14][N:15]([CH3:16])[CH2:12][C:10]1[S:11][C:7]([C:3]2[CH:2]=[N:1][CH:6]=[CH:5][CH:4]=2)=[CH:8][CH:9]=1. The yield is 0.550.